From a dataset of Full USPTO retrosynthesis dataset with 1.9M reactions from patents (1976-2016). Predict the reactants needed to synthesize the given product. (1) The reactants are: [C:1]([N:8]([CH3:29])[CH:9]1[CH2:14][CH2:13][CH:12]([NH:15][CH2:16][C:17]2[CH:18]=[C:19](B(O)O)[CH:20]=[CH:21][C:22]=2[O:23][CH2:24][CH3:25])[CH2:11][CH2:10]1)([O:3][C:4]([CH3:7])([CH3:6])[CH3:5])=[O:2].Br[C:31]1[CH:32]=[C:33]([CH:36]=[CH:37][CH:38]=1)[C:34]#[N:35]. Given the product [C:4]([O:3][C:1](=[O:2])[N:8]([CH:9]1[CH2:14][CH2:13][CH:12]([NH:15][CH2:16][C:17]2[CH:18]=[C:19]([C:31]3[CH:38]=[CH:37][CH:36]=[C:33]([C:34]#[N:35])[CH:32]=3)[CH:20]=[CH:21][C:22]=2[O:23][CH2:24][CH3:25])[CH2:11][CH2:10]1)[CH3:29])([CH3:7])([CH3:6])[CH3:5], predict the reactants needed to synthesize it. (2) Given the product [CH3:21][C:19]1[CH:20]=[CH:15][C:16]([N+:22]([O-:24])=[O:23])=[C:17]([CH:4]([C:5]([O:7][CH2:8][CH3:9])=[O:6])[C:3]([O:11][CH2:12][CH3:13])=[O:10])[CH:18]=1, predict the reactants needed to synthesize it. The reactants are: [H-].[Na+].[C:3]([O:11][CH2:12][CH3:13])(=[O:10])[CH2:4][C:5]([O:7][CH2:8][CH3:9])=[O:6].F[C:15]1[CH:20]=[C:19]([CH3:21])[CH:18]=[CH:17][C:16]=1[N+:22]([O-:24])=[O:23].C(OCC)(=O)C.CCCCCC. (3) Given the product [OH:4][CH2:3][C:5]1[C:14]2[C:9](=[CH:10][C:11]([C:15]([O:17][CH3:18])=[O:16])=[CH:12][CH:13]=2)[C:8]([C:19]2[C:20]([F:27])=[CH:21][C:22]([F:26])=[CH:23][C:24]=2[F:25])=[N:7][CH:6]=1, predict the reactants needed to synthesize it. The reactants are: [BH4-].[Na+].[CH:3]([C:5]1[C:14]2[C:9](=[CH:10][C:11]([C:15]([O:17][CH3:18])=[O:16])=[CH:12][CH:13]=2)[C:8]([C:19]2[C:24]([F:25])=[CH:23][C:22]([F:26])=[CH:21][C:20]=2[F:27])=[N:7][CH:6]=1)=[O:4].CO. (4) Given the product [CH3:14][N:16]1[C:20]([C:21]2[CH:22]=[N:3][CH:1]=[CH:25][CH:26]=2)=[N:19][N:18]=[C:17]1[CH:27]=[O:28], predict the reactants needed to synthesize it. The reactants are: [CH2:1]([N:3]1C=NN=C1C1C=CN=CC=1)C.[CH2:14]([N:16]1[C:20]([C:21]2[CH:26]=[CH:25]N=C[CH:22]=2)=[N:19][N:18]=[C:17]1[CH2:27][OH:28])C.C(N1C(C2C=CN=CC=2)=NN=C1C=O)C.CN1C(C2C=NC=CC=2)=NNC1=S. (5) Given the product [CH2:1]([C:9]1[S:10][CH:11]=[C:12]([C:14]2[CH:19]=[CH:18][C:17]([C:20]#[N:21])=[CH:16][CH:15]=2)[N:13]=1)[CH2:2][CH2:3][CH2:4][CH2:5][CH2:6][CH2:7][CH3:8], predict the reactants needed to synthesize it. The reactants are: [CH2:1]([C:9]1[S:10][CH:11]=[C:12]([C:14]2[CH:19]=[CH:18][C:17]([CH2:20][NH2:21])=[CH:16][CH:15]=2)[N:13]=1)[CH2:2][CH2:3][CH2:4][CH2:5][CH2:6][CH2:7][CH3:8].C(OC(N1CC[C@H](O)[C@H]1C(O)=O)=O)(C)(C)C. (6) Given the product [F:12][C:13]([F:20])([S:16]([O-:19])(=[O:18])=[O:17])[CH2:14][O:15][C:7](=[O:8])[C:6]1[CH:10]=[CH:11][C:3]([CH:1]=[CH2:2])=[CH:4][CH:5]=1.[C:34]1([S+:27]([C:21]2[CH:22]=[CH:23][CH:24]=[CH:25][CH:26]=2)[C:28]2[CH:33]=[CH:32][CH:31]=[CH:30][CH:29]=2)[CH:35]=[CH:36][CH:37]=[CH:38][CH:39]=1, predict the reactants needed to synthesize it. The reactants are: [CH:1]([C:3]1[CH:11]=[CH:10][C:6]([C:7](Cl)=[O:8])=[CH:5][CH:4]=1)=[CH2:2].[F:12][C:13]([F:20])([S:16]([O-:19])(=[O:18])=[O:17])[CH2:14][OH:15].[C:21]1([S+:27]([C:34]2[CH:39]=[CH:38][CH:37]=[CH:36][CH:35]=2)[C:28]2[CH:33]=[CH:32][CH:31]=[CH:30][CH:29]=2)[CH:26]=[CH:25][CH:24]=[CH:23][CH:22]=1.C(N(CC)CC)C.Cl. (7) The reactants are: [C:1]([C:3]1[CH:8]=[CH:7][C:6]([C:9](=[O:23])[CH2:10][N:11]2[CH2:16][CH2:15][CH2:14][C@H:13]([CH2:17][C:18]([O:20][CH2:21][CH3:22])=[O:19])[CH2:12]2)=[CH:5][CH:4]=1)#[N:2].[BH4-].[Na+]. Given the product [C:1]([C:3]1[CH:4]=[CH:5][C:6]([CH:9]([OH:23])[CH2:10][N:11]2[CH2:16][CH2:15][CH2:14][C@H:13]([CH2:17][C:18]([O:20][CH2:21][CH3:22])=[O:19])[CH2:12]2)=[CH:7][CH:8]=1)#[N:2], predict the reactants needed to synthesize it. (8) The reactants are: C([N:8]1[CH2:13][CH2:12][C:11]2([C:17]3[CH:18]=[N:19][CH:20]=[CH:21][C:16]=3[CH2:15][O:14]2)[CH2:10][CH2:9]1)C1C=CC=CC=1. Given the product [NH:8]1[CH2:9][CH2:10][C:11]2([C:17]3[CH:18]=[N:19][CH:20]=[CH:21][C:16]=3[CH2:15][O:14]2)[CH2:12][CH2:13]1, predict the reactants needed to synthesize it.